From a dataset of Reaction yield outcomes from USPTO patents with 853,638 reactions. Predict the reaction yield, written as a fraction of the theoretical maximum amount of product (1.0 means a 100% yield; for example, 0.34 means a 34% yield). (1) The reactants are [Br:1][C:2]1[CH:7]=[CH:6][C:5]([N:8]2[C:17]3[C:12](=[CH:13][C:14]([S:18]([O:21]C4C(F)=C(F)C(F)=C(F)C=4F)(=[O:20])=O)=[CH:15][CH:16]=3)[CH:11]=[CH:10][C:9]2=[O:33])=[C:4]([O:34][CH3:35])[CH:3]=1.[N:36]1[CH:41]=[CH:40][CH:39]=[C:38]([NH2:42])[N:37]=1.C[Si]([N-][Si](C)(C)C)(C)C.[Li+]. The catalyst is C1COCC1. The product is [Br:1][C:2]1[CH:7]=[CH:6][C:5]([N:8]2[C:17]3[C:12](=[CH:13][C:14]([S:18]([NH:42][C:38]4[N:37]=[N:36][CH:41]=[CH:40][CH:39]=4)(=[O:20])=[O:21])=[CH:15][CH:16]=3)[CH:11]=[CH:10][C:9]2=[O:33])=[C:4]([O:34][CH3:35])[CH:3]=1. The yield is 1.20. (2) The reactants are CNC(C1C(N)=NC=C(C2C=CC=C(CN)C=2)N=1)=O.[NH2:20][C:21]1[C:22]([C:43]([NH:45][CH3:46])=[O:44])=[N:23][C:24]([C:27]2[CH:32]=[CH:31][CH:30]=[C:29]([CH2:33][NH:34][C:35]([C:37]3[CH:42]=[CH:41][CH:40]=[CH:39][CH:38]=3)=[O:36])[CH:28]=2)=[CH:25][N:26]=1.C(Cl)(=O)C1C=CC=CC=1.O. The catalyst is C(#N)C. The product is [CH3:46][NH:45][C:43]([C:22]1[C:21]([NH2:20])=[N:26][CH:25]=[C:24]([C:27]2[CH:32]=[CH:31][CH:30]=[C:29]([CH2:33][NH:34][C:35](=[O:36])[C:37]3[CH:42]=[CH:41][CH:40]=[CH:39][CH:38]=3)[CH:28]=2)[N:23]=1)=[O:44]. The yield is 0.850. (3) The reactants are [Br:1][C:2]1[C:3](=[O:47])[N:4]([CH2:38][C:39]2[CH:44]=[CH:43][C:42]([O:45][CH3:46])=[CH:41][CH:40]=2)[C:5]([CH3:37])=[CH:6][C:7]=1[O:8][CH2:9][C:10]1[CH:36]=[CH:35][CH:34]=[CH:33][C:11]=1[CH2:12][NH:13][C:14]([NH:16][C:17]1[N:21]([C:22]2[CH:27]=[CH:26][CH:25]=[C:24](F)[CH:23]=2)[N:20]=[C:19]([C:29]([CH3:32])([CH3:31])[CH3:30])[CH:18]=1)=[O:15].C(N(CC)CC)C.C(C1C=C(N[C:65](=O)[O:66]C2C=CC([N+]([O-])=O)=CC=2)N(C2C=CC=C(OC)C=2)N=1)(C)(C)C. The catalyst is C(Cl)Cl. The product is [Br:1][C:2]1[C:3](=[O:47])[N:4]([CH2:38][C:39]2[CH:44]=[CH:43][C:42]([O:45][CH3:46])=[CH:41][CH:40]=2)[C:5]([CH3:37])=[CH:6][C:7]=1[O:8][CH2:9][C:10]1[CH:36]=[CH:35][CH:34]=[CH:33][C:11]=1[CH2:12][NH:13][C:14]([NH:16][C:17]1[N:21]([C:22]2[CH:27]=[CH:26][CH:25]=[C:24]([O:66][CH3:65])[CH:23]=2)[N:20]=[C:19]([C:29]([CH3:32])([CH3:31])[CH3:30])[CH:18]=1)=[O:15]. The yield is 0.340. (4) The reactants are C[O:2][C:3]1[N:7]([C:8]2[CH:23]=[CH:22][C:11]([C:12]([NH:14][CH2:15][CH:16]3[CH2:21][CH2:20][O:19][CH2:18][CH2:17]3)=[O:13])=[CH:10][N:9]=2)[N:6]=[CH:5][C:4]=1[C:24]1[CH:29]=[CH:28][N:27]([CH3:30])[C:26](=[O:31])[CH:25]=1.[Cl-].[Li+]. The catalyst is CC(N(C)C)=O.CS(C)=O. The product is [OH:2][C:3]1[N:7]([C:8]2[CH:23]=[CH:22][C:11]([C:12]([NH:14][CH2:15][CH:16]3[CH2:21][CH2:20][O:19][CH2:18][CH2:17]3)=[O:13])=[CH:10][N:9]=2)[N:6]=[CH:5][C:4]=1[C:24]1[CH:29]=[CH:28][N:27]([CH3:30])[C:26](=[O:31])[CH:25]=1. The yield is 0.172. (5) The reactants are [OH:1][C:2]1[CH:3]=[N:4][CH:5]=[CH:6][CH:7]=1.[H-].[Na+].Cl[C:11]1[N:16]=[C:15](Cl)[CH:14]=[C:13]([Cl:18])[N:12]=1.[NH:19]1[CH2:24][CH2:23][O:22][CH2:21][CH2:20]1. The catalyst is C1COCC1.C(Cl)Cl. The product is [Cl:18][C:13]1[N:12]=[C:11]([O:1][C:2]2[CH:3]=[N:4][CH:5]=[CH:6][CH:7]=2)[N:16]=[C:15]([N:19]2[CH2:24][CH2:23][O:22][CH2:21][CH2:20]2)[CH:14]=1. The yield is 0.147.